This data is from Full USPTO retrosynthesis dataset with 1.9M reactions from patents (1976-2016). The task is: Predict the reactants needed to synthesize the given product. (1) Given the product [I:1][C:2]1[CH:3]=[CH:4][C:5](/[C:8](/[C:12]2[CH:13]=[CH:14][C:15]([CH3:18])=[CH:16][CH:17]=2)=[CH:9]\[CH2:10][O:11][C:29]2[CH:28]=[CH:27][C:21]([O:22][CH2:23][C:24]([O:26][CH3:56])=[O:25])=[C:20]([CH3:19])[CH:30]=2)=[CH:6][CH:7]=1, predict the reactants needed to synthesize it. The reactants are: [I:1][C:2]1[CH:7]=[CH:6][C:5](/[C:8](/[C:12]2[CH:17]=[CH:16][C:15]([CH3:18])=[CH:14][CH:13]=2)=[CH:9]\[CH2:10][OH:11])=[CH:4][CH:3]=1.[CH3:19][C:20]1[CH:30]=[C:29](OC/C=C(/C2C=CC(C#CCN3CCOCC3)=CC=2)\C2C=CC=CC=2)[CH:28]=[CH:27][C:21]=1[O:22][CH2:23][C:24]([OH:26])=[O:25].[C:56]1(P(C2C=CC=CC=2)C2C=CC=CC=2)C=CC=CC=1.N(C(OC(C)C)=O)=NC(OC(C)C)=O. (2) Given the product [Cl:1][C:2]1[CH:3]=[C:4]2[C:9](=[CH:10][C:11]=1[Cl:12])[C:8](=[O:13])[N:7]([C@@H:14]([CH2:18][CH3:19])[C:15]([NH:55][C@H:40]([C:41](=[O:54])[CH2:42][O:43][C:44]1[C:49]([F:50])=[C:48]([F:51])[CH:47]=[C:46]([F:52])[C:45]=1[F:53])[CH2:39][C:38]([OH:56])=[O:37])=[O:17])[CH:6]=[CH:5]2, predict the reactants needed to synthesize it. The reactants are: [Cl:1][C:2]1[CH:3]=[C:4]2[C:9](=[CH:10][C:11]=1[Cl:12])[C:8](=[O:13])[N:7]([C@@H:14]([CH2:18][CH3:19])[C:15]([OH:17])=O)[CH:6]=[CH:5]2.ClC1C(Cl)=CC(C(O)=O)=C(C=O)C=1.C([O:37][C:38](=[O:56])[CH2:39][C@H:40]([NH2:55])[CH:41]([OH:54])[CH2:42][O:43][C:44]1[C:49]([F:50])=[C:48]([F:51])[CH:47]=[C:46]([F:52])[C:45]=1[F:53])(C)(C)C. (3) Given the product [F:30][CH2:29][C:28]#[C:27][C:11]1[NH:10][C:14]2=[N:15][CH:16]=[C:17]([NH2:19])[CH:18]=[C:13]2[CH:12]=1.[ClH:33], predict the reactants needed to synthesize it. The reactants are: C1(S([N:10]2[C:14]3=[N:15][CH:16]=[C:17]([NH:19]C(=O)OC(C)(C)C)[CH:18]=[C:13]3[CH:12]=[C:11]2[C:27]#[C:28][CH2:29][F:30])(=O)=O)C=CC=CC=1.[OH-].[K+].[ClH:33]. (4) Given the product [NH2:1][C:2]1[CH:7]=[CH:6][N:5]([C@H:8]2[C@H:12]([F:13])[C@H:11]([OH:14])[C@@:10]([CH:22]([F:24])[F:23])([CH2:25][OH:26])[O:9]2)[C:4](=[O:34])[N:3]=1, predict the reactants needed to synthesize it. The reactants are: [NH2:1][C:2]1[CH:7]=[CH:6][N:5]([C@H:8]2[C@H:12]([F:13])[C@H:11]([O:14]CC3C=CC=CC=3)[C@:10]([CH2:25][O:26]CC3C=CC=CC=3)([CH:22]([F:24])[F:23])[O:9]2)[C:4](=[O:34])[N:3]=1. (5) Given the product [Br:1][C:2]1[CH:3]=[C:4]([C@@:9]([NH2:15])([CH2:11][C:12]([CH3:14])=[CH2:13])[CH3:10])[CH:5]=[CH:6][C:7]=1[F:8], predict the reactants needed to synthesize it. The reactants are: [Br:1][C:2]1[CH:3]=[C:4]([C@@:9]([NH:15][S@@](C(C)(C)C)=O)([CH2:11][C:12]([CH3:14])=[CH2:13])[CH3:10])[CH:5]=[CH:6][C:7]=1[F:8].Cl.